Dataset: Forward reaction prediction with 1.9M reactions from USPTO patents (1976-2016). Task: Predict the product of the given reaction. (1) The product is: [CH3:22][Si:23]([CH3:25])([CH3:24])[CH2:26][CH2:27][O:28][CH2:29][O:1][C:2]1[CH:3]=[CH:4][C:5]([C:6]([O:8][CH2:9][CH3:10])=[O:7])=[CH:11][CH:12]=1. Given the reactants [OH:1][C:2]1[CH:12]=[CH:11][C:5]([C:6]([O:8][CH2:9][CH3:10])=[O:7])=[CH:4][CH:3]=1.CCN(C(C)C)C(C)C.[CH3:22][Si:23]([CH2:26][CH2:27][O:28][CH2:29]Cl)([CH3:25])[CH3:24], predict the reaction product. (2) The product is: [C:1]([C:3]1[C:4]([C:19]2[CH:20]=[CH:21][C:22]([O:25][CH3:26])=[CH:23][CH:24]=2)=[C:5]([C:14]([O:16][CH2:17][CH3:18])=[O:15])[S:6][C:7]=1[N:8]1[CH2:13][CH2:12][O:11][CH2:10][CH2:9]1)#[N:2]. Given the reactants [C:1]([C:3]1[CH:4]([C:19]2[CH:24]=[CH:23][C:22]([O:25][CH3:26])=[CH:21][CH:20]=2)[CH:5]([C:14]([O:16][CH2:17][CH3:18])=[O:15])[S:6][C:7]=1[N:8]1[CH2:13][CH2:12][O:11][CH2:10][CH2:9]1)#[N:2].ClC1C(=O)C(C#N)=C(C#N)C(=O)C=1Cl, predict the reaction product. (3) Given the reactants Cl[CH2:2][C:3]([NH:5][C:6]1[C:14]2[C:9](=[CH:10][C:11]([Cl:15])=[CH:12][CH:13]=2)[NH:8][N:7]=1)=[O:4].[CH2:16]([NH2:23])[C:17]1[CH:22]=[CH:21][CH:20]=[CH:19][CH:18]=1, predict the reaction product. The product is: [C:17]1([CH2:16][NH:23][CH2:2][C:3]([NH:5][C:6]2[C:14]3[C:9](=[CH:10][C:11]([Cl:15])=[CH:12][CH:13]=3)[NH:8][N:7]=2)=[O:4])[CH:22]=[CH:21][CH:20]=[CH:19][CH:18]=1. (4) Given the reactants [C:1]1(=O)[CH:5]2[CH2:6][C:7]3[CH:8]=[CH:9][CH:10]=[CH:11][C:12]=3[CH:4]2[CH2:3][NH:2]1.S(Cl)(Cl)=O.C1(=NO)C2CC3C=CC=CC=3C2C1, predict the reaction product. The product is: [CH2:1]1[NH:2][CH2:3][CH:4]2[C:12]3[CH:11]=[CH:10][CH:9]=[CH:8][C:7]=3[CH2:6][CH:5]12. (5) Given the reactants [F:1][C:2]1[CH:3]=[C:4]([S:8][C:9]2[CH:14]=[CH:13][C:12]3[C:15]4[CH2:26][CH2:25][NH:24][C:18]5([CH2:23][CH2:22][CH2:21][O:20][CH2:19]5)C=4O[C:11]=3[CH:10]=2)[CH:5]=[CH:6][CH:7]=1.[CH3:27][OH:28].[OH:29]OS([O-])=O.[K+].[OH2:35].Cl.C(O)C.Cl, predict the reaction product. The product is: [F:1][C:2]1[CH:3]=[C:4]([S:8]([C:9]2[CH:14]=[CH:13][C:12]3[C:15]4[CH2:26][CH2:25][NH:24][C:18]5([CH2:23][CH2:22][CH2:21][O:20][CH2:19]5)[C:27]=4[O:28][C:11]=3[CH:10]=2)(=[O:29])=[O:35])[CH:5]=[CH:6][CH:7]=1. (6) Given the reactants [CH3:1][O:2][CH:3]1[C:9]2[CH:10]=[CH:11][CH:12]=[CH:13][C:8]=2[CH2:7][CH2:6][N:5]([CH3:14])[C:4]1=O.[H-].[Al+3].[Li+].[H-].[H-].[H-], predict the reaction product. The product is: [CH3:1][O:2][CH:3]1[C:9]2[CH:10]=[CH:11][CH:12]=[CH:13][C:8]=2[CH2:7][CH2:6][N:5]([CH3:14])[CH2:4]1.